Dataset: Catalyst prediction with 721,799 reactions and 888 catalyst types from USPTO. Task: Predict which catalyst facilitates the given reaction. (1) Reactant: Br[C:2]1[CH:7]=[CH:6][C:5]([N:8]2[C:13]([CH3:14])=[CH:12][C:11]([O:15][CH2:16][C:17]3[CH:22]=[CH:21][C:20]([F:23])=[CH:19][C:18]=3[F:24])=[CH:10][C:9]2=[O:25])=[C:4]([CH3:26])[CH:3]=1.[CH2:27]([Sn](CCCC)(CCCC)C=C)[CH2:28]CC. Product: [F:24][C:18]1[CH:19]=[C:20]([F:23])[CH:21]=[CH:22][C:17]=1[CH2:16][O:15][C:11]1[CH:12]=[C:13]([CH3:14])[N:8]([C:5]2[CH:6]=[CH:7][C:2]([CH:27]=[CH2:28])=[CH:3][C:4]=2[CH3:26])[C:9](=[O:25])[CH:10]=1. The catalyst class is: 176. (2) Reactant: C([N:8]1[CH2:12][C@@H:11]([N:13]([CH:21]2[CH2:26][CH2:25][C:24]([CH3:28])([CH3:27])[CH2:23][CH2:22]2)[C:14]([C@@H:16]2[CH2:20][CH2:19][CH2:18][O:17]2)=[O:15])[CH2:10][C@H:9]1[C:29]([NH:31][CH2:32][CH3:33])=[O:30])(OC(C)(C)C)=O. Product: [CH3:28][C:24]1([CH3:27])[CH2:25][CH2:26][CH:21]([N:13]([C:14]([CH:16]2[CH2:20][CH2:19][CH2:18][O:17]2)=[O:15])[C@@H:11]2[CH2:12][NH:8][C@H:9]([C:29]([NH:31][CH2:32][CH3:33])=[O:30])[CH2:10]2)[CH2:22][CH2:23]1. The catalyst class is: 2. (3) The catalyst class is: 7. Reactant: Cl[CH2:2][O:3][CH2:4][C:5]1[CH:10]=[CH:9][CH:8]=[CH:7][CH:6]=1.[C:11]([O:15][C:16]([C@@:18]1([CH2:32][CH:33]=[CH2:34])[CH2:22][C:21](=[O:23])[N:20]([C@@H:24]([C:26]2[CH:31]=[CH:30][CH:29]=[CH:28][CH:27]=2)[CH3:25])[CH2:19]1)=[O:17])([CH3:14])([CH3:13])[CH3:12].C[Si](C)(C)[N-][Si](C)(C)C.[Li+].[Cl-].[NH4+]. Product: [C:11]([O:15][C:16]([C@@:18]1([CH2:32][CH:33]=[CH2:34])[C@@H:22]([CH2:2][O:3][CH2:4][C:5]2[CH:10]=[CH:9][CH:8]=[CH:7][CH:6]=2)[C:21](=[O:23])[N:20]([C@@H:24]([C:26]2[CH:27]=[CH:28][CH:29]=[CH:30][CH:31]=2)[CH3:25])[CH2:19]1)=[O:17])([CH3:14])([CH3:13])[CH3:12]. (4) Reactant: [F:1][C:2]1[CH:3]=[C:4]([OH:27])[CH:5]=[CH:6][C:7]=1[C:8]1[N:13]=[C:12]2[NH:14][N:15]=[C:16]([CH3:17])[C:11]2=[C:10]([CH2:18][N:19]2[CH2:25][CH2:24][CH2:23][NH:22][CH:21]([CH3:26])[CH2:20]2)[CH:9]=1.C1COCC1.[CH2:33]([N:35]=[C:36]=[O:37])[CH3:34].CCN(C(C)C)C(C)C. Product: [CH2:33]([NH:35][C:36]([N:22]1[CH2:23][CH2:24][CH2:25][N:19]([CH2:18][C:10]2[CH:9]=[C:8]([C:7]3[CH:6]=[CH:5][C:4]([OH:27])=[CH:3][C:2]=3[F:1])[N:13]=[C:12]3[NH:14][N:15]=[C:16]([CH3:17])[C:11]=23)[CH2:20][CH:21]1[CH3:26])=[O:37])[CH3:34]. The catalyst class is: 6.